Dataset: Forward reaction prediction with 1.9M reactions from USPTO patents (1976-2016). Task: Predict the product of the given reaction. (1) Given the reactants Cl[C:2]1[N:6]([CH3:7])[N:5]=[CH:4][C:3]=1[N+:8]([O-:10])=[O:9].[CH2:11]1[C:14]2([CH2:19][NH:18][CH2:17][CH2:16][CH2:15]2)[CH2:13][N:12]1[C:20]([O:22][C:23]([CH3:26])([CH3:25])[CH3:24])=[O:21].CCN(C(C)C)C(C)C, predict the reaction product. The product is: [CH3:7][N:6]1[C:2]([N:18]2[CH2:17][CH2:16][CH2:15][C:14]3([CH2:11][N:12]([C:20]([O:22][C:23]([CH3:25])([CH3:26])[CH3:24])=[O:21])[CH2:13]3)[CH2:19]2)=[C:3]([N+:8]([O-:10])=[O:9])[CH:4]=[N:5]1. (2) Given the reactants [F:1][CH:2]([F:24])[C:3]1[N:8]2[N:9]=[CH:10][C:11]([C:12]#[CH:13])=[C:7]2[N:6]=[C:5]([C:14]2[CH:19]=[CH:18][CH:17]=[C:16]([C:20]([F:23])([F:22])[F:21])[CH:15]=2)[CH:4]=1.[OH:25][CH2:26][C:27]([NH:30][S:31]([C:34]1[S:35][C:36](Cl)=[CH:37][CH:38]=1)(=[O:33])=[O:32])([CH3:29])[CH3:28], predict the reaction product. The product is: [OH:25][CH2:26][C:27]([NH:30][S:31]([C:34]1[S:35][C:36]([C:13]#[C:12][C:11]2[CH:10]=[N:9][N:8]3[C:3]([CH:2]([F:1])[F:24])=[CH:4][C:5]([C:14]4[CH:19]=[CH:18][CH:17]=[C:16]([C:20]([F:23])([F:22])[F:21])[CH:15]=4)=[N:6][C:7]=23)=[CH:37][CH:38]=1)(=[O:33])=[O:32])([CH3:29])[CH3:28]. (3) Given the reactants [C:1]([C:5]1[CH:6]=[C:7]([NH:17][C:18]([NH:20][C:21]2[CH:26]=[CH:25][C:24]([O:27][C:28]3[CH:33]=[C:32](Cl)[N:31]=[CH:30][N:29]=3)=[CH:23][CH:22]=2)=[O:19])[N:8]([C:10]2[CH:15]=[CH:14][C:13]([CH3:16])=[CH:12][CH:11]=2)[N:9]=1)([CH3:4])([CH3:3])[CH3:2].[CH3:35][NH2:36], predict the reaction product. The product is: [C:1]([C:5]1[CH:6]=[C:7]([NH:17][C:18]([NH:20][C:21]2[CH:26]=[CH:25][C:24]([O:27][C:28]3[CH:33]=[C:32]([NH:36][CH3:35])[N:31]=[CH:30][N:29]=3)=[CH:23][CH:22]=2)=[O:19])[N:8]([C:10]2[CH:15]=[CH:14][C:13]([CH3:16])=[CH:12][CH:11]=2)[N:9]=1)([CH3:4])([CH3:3])[CH3:2]. (4) Given the reactants [NH2:1][C:2]1[CH:7]=[CH:6][C:5]([C:8]2[N:12]([CH3:13])[C:11]([C:14]#[N:15])=[CH:10][CH:9]=2)=[CH:4][CH:3]=1.[C:16](Cl)(=[O:18])[CH3:17], predict the reaction product. The product is: [C:14]([C:11]1[N:12]([CH3:13])[C:8]([C:5]2[CH:6]=[CH:7][C:2]([NH:1][C:16](=[O:18])[CH3:17])=[CH:3][CH:4]=2)=[CH:9][CH:10]=1)#[N:15]. (5) Given the reactants [Br:1][C:2]1[C:3]([C:19]#[N:20])=[C:4]([CH:16]=[CH:17][CH:18]=1)[O:5][C:6]1[CH:14]=[CH:13][C:9]([C:10]([OH:12])=O)=[CH:8][C:7]=1[Cl:15].N1(O)C2C=CC=CC=2N=N1.Cl.C(N=C=NCCCN(C)C)C.C(N(CC)CC)C.[CH3:50][C:51]1([CH3:60])[CH2:56][CH:55]([NH2:57])[CH2:54][C:53]([CH3:59])([CH3:58])[NH:52]1, predict the reaction product. The product is: [Br:1][C:2]1[C:3]([C:19]#[N:20])=[C:4]([CH:16]=[CH:17][CH:18]=1)[O:5][C:6]1[CH:14]=[CH:13][C:9]([C:10]([NH:57][CH:55]2[CH2:56][C:51]([CH3:60])([CH3:50])[NH:52][C:53]([CH3:59])([CH3:58])[CH2:54]2)=[O:12])=[CH:8][C:7]=1[Cl:15]. (6) The product is: [Cl:1][C:2]1[CH:7]=[C:6]([Cl:8])[CH:5]=[C:4]([Cl:9])[C:3]=1[NH:10][C:11]1[S:12][C:15]([C:16]([O:18][CH3:19])=[O:17])=[C:20]([CH2:21][CH3:22])[N:13]=1. Given the reactants [Cl:1][C:2]1[CH:7]=[C:6]([Cl:8])[CH:5]=[C:4]([Cl:9])[C:3]=1[NH:10][C:11]([NH2:13])=[S:12].Cl[CH:15]([C:20](=O)[CH2:21][CH3:22])[C:16]([O:18][CH3:19])=[O:17], predict the reaction product. (7) The product is: [NH2:28][C@H:24]1[CH2:25][CH2:26][CH2:27][N:22]([C:21]2[CH:20]=[CH:19][N:18]=[CH:17][C:16]=2[NH:15][C:13]([C:11]2[N:12]=[C:8]([C:3]3[CH:4]=[CH:5][CH:6]=[CH:7][C:2]=3[F:1])[S:9][CH:10]=2)=[O:14])[CH2:23]1. Given the reactants [F:1][C:2]1[CH:7]=[CH:6][CH:5]=[CH:4][C:3]=1[C:8]1[S:9][CH:10]=[C:11]([C:13]([NH:15][C:16]2[CH:17]=[N:18][CH:19]=[CH:20][C:21]=2[N:22]2[CH2:27][CH2:26][CH2:25][C@H:24]([NH:28]C(=O)OC(C)(C)C)[CH2:23]2)=[O:14])[N:12]=1.Cl, predict the reaction product. (8) Given the reactants [Li][CH2:2][CH2:3][CH2:4][CH3:5].CCCCCC.[CH:12]([NH:15]C(C)C)(C)[CH3:13].N1C=CC(C)=CC=1.[C:26]([C:28]1[CH:33]=[CH:32][CH:31]=[CH:30][C:29]=1O)#N.[C:35]1([OH:41])[CH:40]=[CH:39][CH:38]=C[CH:36]=1.[NH4+].[Cl-].CC[O:46]C(C)=O, predict the reaction product. The product is: [N:15]1[CH:12]=[CH:13][C:4]([C:5]2[CH:36]=[C:35]([OH:41])[CH:40]=[CH:39][C:38]=2[C:26]([C:28]2[CH:33]=[CH:32][CH:31]=[CH:30][CH:29]=2)=[O:46])=[CH:3][CH:2]=1.